Dataset: Full USPTO retrosynthesis dataset with 1.9M reactions from patents (1976-2016). Task: Predict the reactants needed to synthesize the given product. (1) Given the product [N:1]1([C:4]2[CH:5]=[C:6]3[C:10](=[CH:11][CH:12]=2)[NH:9][C:8]([CH2:13][C:14]([NH2:16])=[O:15])=[C:7]3[S:17]([C:20]2[CH:25]=[CH:24][CH:23]=[CH:22][CH:21]=2)(=[O:19])=[O:18])[CH:11]=[CH:12][CH:4]=[CH:5]1, predict the reactants needed to synthesize it. The reactants are: [N+:1]([C:4]1[CH:5]=[C:6]2[C:10](=[CH:11][CH:12]=1)[NH:9][C:8]([CH2:13][C:14]([NH2:16])=[O:15])=[C:7]2[S:17]([C:20]1[CH:25]=[CH:24][CH:23]=[CH:22][CH:21]=1)(=[O:19])=[O:18])([O-])=O. (2) Given the product [CH3:10][C@H:11]1[NH:12][CH2:13][CH2:14][N:15]([C:5]2[CH:4]=[CH:3][S:8][C:6]=2[CH3:7])[CH2:16]1, predict the reactants needed to synthesize it. The reactants are: BrC1[CH:7]=[CH:6][CH:5]=[CH:4][C:3]=1[S:8]C.[CH3:10][C@@H:11]1[CH2:16][NH:15][CH2:14][CH2:13][NH:12]1.C1C=CC(P(C2C(C3C(P(C4C=CC=CC=4)C4C=CC=CC=4)=CC=C4C=3C=CC=C4)=C3C(C=CC=C3)=CC=2)C2C=CC=CC=2)=CC=1.CC(C)([O-])C.[Na+]. (3) Given the product [C:11]([O:15][C:16]([N:18]1[CH2:23][CH2:22][CH:21]([CH:24]([NH2:39])[CH2:27][C:28]2[CH:33]=[C:32]([F:34])[C:31]([F:35])=[CH:30][C:29]=2[F:36])[CH2:20][CH2:19]1)=[O:17])([CH3:14])([CH3:13])[CH3:12], predict the reactants needed to synthesize it. The reactants are: C[Si](C)(C)[N-][Si](C)(C)C.[Li+].[C:11]([O:15][C:16]([N:18]1[CH2:23][CH2:22][CH:21]([CH:24]=O)[CH2:20][CH2:19]1)=[O:17])([CH3:14])([CH3:13])[CH3:12].Br[CH2:27][C:28]1[CH:33]=[C:32]([F:34])[C:31]([F:35])=[CH:30][C:29]=1[F:36].[Li].[Cl-].[NH4+:39]. (4) Given the product [O:6]1[CH2:11][CH2:10][CH:9]([S:3][C:1](=[O:4])[CH3:2])[CH2:8][CH2:7]1, predict the reactants needed to synthesize it. The reactants are: [C:1]([O-:4])(=[S:3])[CH3:2].[K+].[O:6]1[CH2:11][CH2:10][CH:9](OS(C2C=CC(C)=CC=2)(=O)=O)[CH2:8][CH2:7]1. (5) Given the product [OH:1][C:2]1[CH:11]=[C:10]2[C:5]([C:6](=[O:33])[C:7]([C:16]3[CH:32]=[CH:31][C:19]([C:20]([NH:22][NH2:23])=[O:21])=[CH:18][CH:17]=3)=[C:8]([C:12]([F:14])([F:15])[F:13])[O:9]2)=[CH:4][CH:3]=1, predict the reactants needed to synthesize it. The reactants are: [OH:1][C:2]1[CH:11]=[C:10]2[C:5]([C:6](=[O:33])[C:7]([C:16]3[CH:32]=[CH:31][C:19]([C:20]([NH:22][NH:23]C(OC(C)(C)C)=O)=[O:21])=[CH:18][CH:17]=3)=[C:8]([C:12]([F:15])([F:14])[F:13])[O:9]2)=[CH:4][CH:3]=1.Cl.CO. (6) Given the product [F:17][C@@H:16]1[CH2:15][NH:14][CH2:13][C@H:12]1[NH:11][C:9](=[O:10])[O:8][CH2:1][C:2]1[CH:3]=[CH:4][CH:5]=[CH:6][CH:7]=1, predict the reactants needed to synthesize it. The reactants are: [CH2:1]([O:8][C:9]([NH:11][C@H:12]1[C@H:16]([F:17])[CH2:15][N:14](C(OC(C)(C)C)=O)[CH2:13]1)=[O:10])[C:2]1[CH:7]=[CH:6][CH:5]=[CH:4][CH:3]=1.C(O)(C(F)(F)F)=O.C([O-])([O-])=O.[K+].[K+].